This data is from Full USPTO retrosynthesis dataset with 1.9M reactions from patents (1976-2016). The task is: Predict the reactants needed to synthesize the given product. Given the product [Cl:1][C:2]1[CH:3]=[C:4]([C:11]([CH3:32])([CH3:31])[CH2:12][C:13]([OH:18])([C:14]([F:17])([F:16])[F:15])[CH2:19][C:20]2[NH:28][C:27]3[C:22](=[N:23][C:24]([CH:29]=[O:30])=[CH:25][CH:26]=3)[CH:21]=2)[C:5]2[O:9][CH2:8][CH2:7][C:6]=2[CH:10]=1, predict the reactants needed to synthesize it. The reactants are: [Cl:1][C:2]1[CH:3]=[C:4]([C:11]([CH3:32])([CH3:31])[CH2:12][C:13]([CH2:19][C:20]2[NH:28][C:27]3[C:22](=[N:23][C:24]([CH2:29][OH:30])=[CH:25][CH:26]=3)[CH:21]=2)([OH:18])[C:14]([F:17])([F:16])[F:15])[C:5]2[O:9][CH2:8][CH2:7][C:6]=2[CH:10]=1.